This data is from Reaction yield outcomes from USPTO patents with 853,638 reactions. The task is: Predict the reaction yield, written as a fraction of the theoretical maximum amount of product (1.0 means a 100% yield; for example, 0.34 means a 34% yield). (1) The reactants are [CH3:1][C:2]1[C:10]([C:11]2[S:12][C:13]([C:24]([O:26][CH3:27])=[O:25])=[C:14](OS(C(F)(F)F)(=O)=O)[N:15]=2)=[C:5]2[CH:6]=[CH:7][CH:8]=[CH:9][N:4]2[N:3]=1.[F:28][C:29]1[CH:34]=[CH:33][CH:32]=[C:31]([F:35])[C:30]=1B(O)O.C(=O)([O-])[O-].[Cs+].[Cs+].O. The catalyst is COCCOC. The product is [F:28][C:29]1[CH:34]=[CH:33][CH:32]=[C:31]([F:35])[C:30]=1[C:14]1[N:15]=[C:11]([C:10]2[C:2]([CH3:1])=[N:3][N:4]3[CH:9]=[CH:8][CH:7]=[CH:6][C:5]=23)[S:12][C:13]=1[C:24]([O:26][CH3:27])=[O:25]. The yield is 0.320. (2) The reactants are [OH:1][CH2:2][CH2:3][N:4]([CH3:12])[C:5](=[O:11])[O:6][C:7]([CH3:10])([CH3:9])[CH3:8].[H-].[Na+].[CH2:15](Br)[C:16]1[CH:21]=[CH:20][CH:19]=[CH:18][CH:17]=1. The catalyst is C1COCC1. The product is [CH2:15]([O:1][CH2:2][CH2:3][N:4]([CH3:12])[C:5](=[O:11])[O:6][C:7]([CH3:8])([CH3:9])[CH3:10])[C:16]1[CH:21]=[CH:20][CH:19]=[CH:18][CH:17]=1. The yield is 0.730. (3) The reactants are [C:1]([C:3]1[CH:4]=[CH:5][C:6]2[N:10]=[CH:9][NH:8][C:7]=2[CH:11]=1)#[N:2].[OH-].[Na+].[Cl:14][CH2:15][CH2:16][CH2:17][CH2:18]Br. The catalyst is [Br-].C([N+](CCCC)(CCCC)CCCC)CCC. The product is [Cl:14][CH2:15][CH2:16][CH2:17][CH2:18][N:8]1[C:7]2[CH:11]=[C:3]([C:1]#[N:2])[CH:4]=[CH:5][C:6]=2[N:10]=[CH:9]1. The yield is 0.631. (4) The reactants are [CH2:1]([O:3][C:4](=[O:29])[CH2:5][CH2:6][CH2:7][O:8][C:9]1[CH:14]=[CH:13][CH:12]=[C:11]([CH2:15][CH2:16][CH2:17][CH2:18][CH2:19][CH:20]=O)[C:10]=1[CH2:22][CH2:23][C:24]([O:26][CH2:27]C)=[O:25])C.[C:30](=O)([O-])[O-].[K+].[K+].C/C(/[O-])=C(/P(OC)(OC)=O)\[N+]#N. The catalyst is CO. The product is [CH3:1][O:3][C:4](=[O:29])[CH2:5][CH2:6][CH2:7][O:8][C:9]1[CH:14]=[CH:13][CH:12]=[C:11]([CH2:15][CH2:16][CH2:17][CH2:18][CH2:19][C:20]#[CH:30])[C:10]=1[CH2:22][CH2:23][C:24]([O:26][CH3:27])=[O:25]. The yield is 0.710. (5) The reactants are [CH3:1][C:2]1[NH:3][C:4](=[O:26])[C:5]([CH2:11][C:12]2[CH:17]=[CH:16][C:15]([C:18]3[C:19]([C:24]#[N:25])=[CH:20][CH:21]=[CH:22][CH:23]=3)=[CH:14][CH:13]=2)=[C:6]([CH2:8][CH2:9][CH3:10])[N:7]=1.N(C(N1CCCCC1)=O)=NC(N1CCCCC1)=O.C(P(CCCC)CCCC)CCC.[Si:58]([O:65][CH2:66][C:67]1[CH:68]=[CH:69][C:70]([CH2:73]O)=[N:71][CH:72]=1)([C:61]([CH3:64])([CH3:63])[CH3:62])([CH3:60])[CH3:59]. The catalyst is O1CCCC1. The product is [Si:58]([O:65][CH2:66][C:67]1[CH:68]=[CH:69][C:70]([CH2:73][N:3]2[C:4](=[O:26])[C:5]([CH2:11][C:12]3[CH:17]=[CH:16][C:15]([C:18]4[C:19]([C:24]#[N:25])=[CH:20][CH:21]=[CH:22][CH:23]=4)=[CH:14][CH:13]=3)=[C:6]([CH2:8][CH2:9][CH3:10])[N:7]=[C:2]2[CH3:1])=[N:71][CH:72]=1)([C:61]([CH3:64])([CH3:63])[CH3:62])([CH3:59])[CH3:60]. The yield is 0.490. (6) The reactants are [F:1][C:2]([F:13])([F:12])[C:3]1[CH:11]=[CH:10][C:6]([C:7]([OH:9])=[O:8])=[CH:5][CH:4]=1.[CH3:14][C:15]([CH3:19])([CH3:18])[CH2:16]O.S(=O)(=O)(O)O.C(=O)([O-])[O-].[Na+].[Na+]. The catalyst is C1(C)C=CC=CC=1. The product is [F:1][C:2]([F:12])([F:13])[C:3]1[CH:11]=[CH:10][C:6]([C:7]([O:9][CH2:14][C:15]([CH3:19])([CH3:18])[CH3:16])=[O:8])=[CH:5][CH:4]=1. The yield is 0.990. (7) The reactants are [NH:1]1[CH:5]=[CH:4][CH:3]=[CH:2]1.[H-].[Na+].[Br:8][C:9]1[CH:14]=[CH:13][C:12]([S:15](Cl)(=[O:17])=[O:16])=[CH:11][CH:10]=1. The catalyst is C1COCC1. The product is [Br:8][C:9]1[CH:14]=[CH:13][C:12]([S:15]([N:1]2[CH:5]=[CH:4][CH:3]=[CH:2]2)(=[O:17])=[O:16])=[CH:11][CH:10]=1. The yield is 0.160. (8) The reactants are [NH2:1][C:2]1[CH:7]=[CH:6][C:5]([C:8]2([C:11]([O:13][CH3:14])=[O:12])[CH2:10][CH2:9]2)=[CH:4][C:3]=1Br.[C:16]([Si:18]([CH3:21])([CH3:20])[CH3:19])#[CH:17]. The catalyst is CCN(CC)CC.CN(C1C=CN=CC=1)C.Cl[Pd](Cl)([P](C1C=CC=CC=1)(C1C=CC=CC=1)C1C=CC=CC=1)[P](C1C=CC=CC=1)(C1C=CC=CC=1)C1C=CC=CC=1. The product is [NH2:1][C:2]1[CH:7]=[CH:6][C:5]([C:8]2([C:11]([O:13][CH3:14])=[O:12])[CH2:10][CH2:9]2)=[CH:4][C:3]=1[C:17]#[C:16][Si:18]([CH3:21])([CH3:20])[CH3:19]. The yield is 0.560. (9) The yield is 0.540. The reactants are [CH2:1]([O:8][C:9]([N:11]1[CH2:33][CH2:32][C:14]2[N:15]=[C:16](S(C)(=O)=O)[N:17]=[C:18]([NH:19][C:20]3[CH:24]=[C:23]([CH:25]4[CH2:27][CH2:26]4)[NH:22][N:21]=3)[C:13]=2[CH2:12]1)=[O:10])[C:2]1[CH:7]=[CH:6][CH:5]=[CH:4][CH:3]=1.[F:34][C:35]1[CH:40]=[CH:39][C:38]([C@@H:41]([NH2:43])[CH3:42])=[CH:37][CH:36]=1.CCN(C(C)C)C(C)C. The catalyst is CCCCO. The product is [CH2:1]([O:8][C:9]([N:11]1[CH2:33][CH2:32][C:14]2[N:15]=[C:16]([NH:43][C@H:41]([C:38]3[CH:39]=[CH:40][C:35]([F:34])=[CH:36][CH:37]=3)[CH3:42])[N:17]=[C:18]([NH:19][C:20]3[CH:24]=[C:23]([CH:25]4[CH2:27][CH2:26]4)[NH:22][N:21]=3)[C:13]=2[CH2:12]1)=[O:10])[C:2]1[CH:7]=[CH:6][CH:5]=[CH:4][CH:3]=1. (10) The reactants are C([N:8]1[CH2:24][CH2:23][C:11]2([C:15](=[O:16])[NH:14][CH2:13][CH:12]2[C:17]2[CH:22]=[CH:21][CH:20]=[CH:19][CH:18]=2)[CH2:10][CH2:9]1)C1C=CC=CC=1. The catalyst is [Pd].C(Cl)Cl. The product is [C:17]1([CH:12]2[C:11]3([CH2:10][CH2:9][NH:8][CH2:24][CH2:23]3)[C:15](=[O:16])[NH:14][CH2:13]2)[CH:18]=[CH:19][CH:20]=[CH:21][CH:22]=1. The yield is 0.630.